Dataset: Peptide-MHC class I binding affinity with 185,985 pairs from IEDB/IMGT. Task: Regression. Given a peptide amino acid sequence and an MHC pseudo amino acid sequence, predict their binding affinity value. This is MHC class I binding data. The peptide sequence is VKIPTHRHI. The MHC is HLA-B15:01 with pseudo-sequence HLA-B15:01. The binding affinity (normalized) is 0.311.